Dataset: Catalyst prediction with 721,799 reactions and 888 catalyst types from USPTO. Task: Predict which catalyst facilitates the given reaction. (1) Reactant: [CH2:1]([N:3]1[CH2:8][CH2:7][N:6]([C:9]2[CH:14]=[CH:13][C:12]([NH:15][C:16]3[N:21]=[CH:20][C:19](/[CH:22]=[CH:23]/B4OC(C)(C)C(C)(C)O4)=[CH:18][N:17]=3)=[CH:11][CH:10]=2)[CH2:5][CH2:4]1)[CH3:2].Br[C:34]1[CH:35]=[C:36]([CH:41]=[C:42]([O:44][CH3:45])[CH:43]=1)[C:37]([O:39][CH3:40])=[O:38].C(Cl)Cl.C([O-])([O-])=O.[Na+].[Na+]. Product: [CH2:1]([N:3]1[CH2:8][CH2:7][N:6]([C:9]2[CH:10]=[CH:11][C:12]([NH:15][C:16]3[N:21]=[CH:20][C:19](/[CH:22]=[CH:23]/[C:34]4[CH:35]=[C:36]([CH:41]=[C:42]([O:44][CH3:45])[CH:43]=4)[C:37]([O:39][CH3:40])=[O:38])=[CH:18][N:17]=3)=[CH:13][CH:14]=2)[CH2:5][CH2:4]1)[CH3:2]. The catalyst class is: 117. (2) Reactant: [SH:1][C:2]1[N:3]([CH3:7])[CH:4]=[CH:5][N:6]=1.Br[CH2:9][C:10]([C:12]1([C:16]2[CH:21]=[CH:20][C:19]([Cl:22])=[CH:18][CH:17]=2)[CH2:15][CH2:14][CH2:13]1)=[O:11].CCN(CC)CC. Product: [Cl:22][C:19]1[CH:18]=[CH:17][C:16]([C:12]2([C:10](=[O:11])[CH2:9][S:1][C:2]3[N:3]([CH3:7])[CH:4]=[CH:5][N:6]=3)[CH2:15][CH2:14][CH2:13]2)=[CH:21][CH:20]=1. The catalyst class is: 23. (3) Reactant: [OH:1][N:2]=[C:3]([C:5]1[CH:10]=[CH:9][CH:8]=[CH:7][N:6]=1)[NH2:4].[Cl:11][CH2:12][C:13](Cl)=O.C(N(CC)CC)C. Product: [Cl:11][CH2:12][C:13]1[O:1][N:2]=[C:3]([C:5]2[CH:10]=[CH:9][CH:8]=[CH:7][N:6]=2)[N:4]=1. The catalyst class is: 22. (4) Reactant: [Cl:1][C:2]1[CH:3]=[C:4]([CH:23]=[CH:24][C:25]=1[F:26])[CH2:5][N:6]1[CH2:15][CH2:14][C:13]2[C:12]([C:16]([O:18]CC)=[O:17])=[N:11][CH:10]=[C:9]([OH:21])[C:8]=2[C:7]1=[O:22].[Li+].[OH-].Cl. Product: [Cl:1][C:2]1[CH:3]=[C:4]([CH:23]=[CH:24][C:25]=1[F:26])[CH2:5][N:6]1[CH2:15][CH2:14][C:13]2[C:12]([C:16]([OH:18])=[O:17])=[N:11][CH:10]=[C:9]([OH:21])[C:8]=2[C:7]1=[O:22]. The catalyst class is: 87. (5) Reactant: [Cl-].[NH2:2][C:3]1([CH2:33][CH2:34][OH:35])[CH2:7][CH2:6][C@@H:5]([C:8]([NH:10][C@H:11]([CH:30]([CH3:32])[CH3:31])[C:12]([N:14]2[CH2:19][CH2:18][C@@:17]([C:21]3[CH:26]=[CH:25][C:24]([Cl:27])=[CH:23][CH:22]=3)([OH:20])[C:16]([CH3:29])([CH3:28])[CH2:15]2)=[O:13])=[O:9])[CH2:4]1.[C:36](C1NC=CN=1)(C1NC=CN=1)=[O:37].C(N(CC)CC)C. Product: [Cl:27][C:24]1[CH:25]=[CH:26][C:21]([C@@:17]2([OH:20])[CH2:18][CH2:19][N:14]([C:12](=[O:13])[C@H:11]([NH:10][C:8]([C@@H:5]3[CH2:6][CH2:7][C:3]4([CH2:33][CH2:34][O:35][C:36](=[O:37])[NH:2]4)[CH2:4]3)=[O:9])[CH:30]([CH3:32])[CH3:31])[CH2:15][C:16]2([CH3:29])[CH3:28])=[CH:22][CH:23]=1. The catalyst class is: 1. (6) Product: [I-:11].[CH:12]([N+:2]1[CH:1]=[C:9]2[N:4]([C:5](=[O:10])[NH:6][CH2:7][CH2:8]2)[CH:3]=1)([CH3:14])[CH3:13]. The catalyst class is: 3. Reactant: [CH:1]1[N:2]=[CH:3][N:4]2[C:9]=1[CH2:8][CH2:7][NH:6][C:5]2=[O:10].[I:11][CH:12]([CH3:14])[CH3:13]. (7) Reactant: Cl.Cl.[NH:3]1[CH2:6][CH:5]([C:7]2[C:8]([O:28][CH3:29])=[C:9]([CH:15]([N:17]3[C:21]4=[N:22][CH:23]=[N:24][C:25]([NH2:26])=[C:20]4[C:19]([CH3:27])=[N:18]3)[CH3:16])[CH:10]=[C:11]([Cl:14])[C:12]=2[CH3:13])[CH2:4]1.[C:30]1(=[CH:34][C:35]#[N:36])[CH2:33][CH2:32][CH2:31]1.N12CCCN=C1CCCCC2. Product: [NH2:26][C:25]1[N:24]=[CH:23][N:22]=[C:21]2[N:17]([CH:15]([C:9]3[C:8]([O:28][CH3:29])=[C:7]([CH:5]4[CH2:4][N:3]([C:30]5([CH2:34][C:35]#[N:36])[CH2:33][CH2:32][CH2:31]5)[CH2:6]4)[C:12]([CH3:13])=[C:11]([Cl:14])[CH:10]=3)[CH3:16])[N:18]=[C:19]([CH3:27])[C:20]=12. The catalyst class is: 10.